Dataset: Forward reaction prediction with 1.9M reactions from USPTO patents (1976-2016). Task: Predict the product of the given reaction. (1) Given the reactants Cl.[C:2]1([CH3:10])[CH:7]=[CH:6][CH:5]=[CH:4][C:3]=1[NH:8][NH2:9].C(N(CC)CC)C.C(O)(C(F)(F)F)=O.[F:25][C:26]([F:44])([F:43])[C:27](=O)[CH2:28][C:29]([C:31]1[CH:41]=[CH:40][C:34]2[O:35][CH2:36][C:37](=[O:39])[NH:38][C:33]=2[CH:32]=1)=O, predict the reaction product. The product is: [C:2]1([CH3:10])[CH:7]=[CH:6][CH:5]=[CH:4][C:3]=1[N:8]1[C:29]([C:31]2[CH:41]=[CH:40][C:34]3[O:35][CH2:36][C:37](=[O:39])[NH:38][C:33]=3[CH:32]=2)=[CH:28][C:27]([C:26]([F:44])([F:43])[F:25])=[N:9]1. (2) Given the reactants [CH3:1][O:2][CH2:3][CH2:4][OH:5].[H-].[Na+].Br[C:9]1[CH:14]=[C:13]([CH3:15])[C:12]([Br:16])=[CH:11][N:10]=1, predict the reaction product. The product is: [Br:16][C:12]1[C:13]([CH3:15])=[CH:14][C:9]([O:5][CH2:4][CH2:3][O:2][CH3:1])=[N:10][CH:11]=1. (3) Given the reactants [ClH:1].Cl.[CH2:3]1[N:8]([CH2:9][CH2:10][CH2:11][C:12]([NH:14][C:15]2[CH:20]=[C:19]([O:21][CH3:22])[C:18]([O:23][CH3:24])=[C:17]([O:25][CH3:26])[CH:16]=2)=[O:13])[CH2:7][CH2:6][N:5]2[CH2:27][CH2:28][CH2:29][CH2:30][CH:4]12.[CH3:31]C(C)([O-])C.[K+].CI, predict the reaction product. The product is: [ClH:1].[ClH:1].[CH3:31][N:14]([C:15]1[CH:20]=[C:19]([O:21][CH3:22])[C:18]([O:23][CH3:24])=[C:17]([O:25][CH3:26])[CH:16]=1)[C:12](=[O:13])[CH2:11][CH2:10][CH2:9][N:8]1[CH2:7][CH2:6][N:5]2[CH2:27][CH2:28][CH2:29][CH2:30][CH:4]2[CH2:3]1. (4) Given the reactants [CH3:1][CH:2]([CH3:7])[C:3]([O:5][CH3:6])=[O:4].C1([N-]C2CCCCC2)CCCCC1.[Li+].Br[C:23]1[CH:28]=[CH:27][C:26]([CH2:29][N:30]2[CH2:35][C@H:34]([CH3:36])[N:33]([C:37]([O:39][C:40]([CH3:43])([CH3:42])[CH3:41])=[O:38])[C@H:32]([CH3:44])[CH2:31]2)=[CH:25][CH:24]=1, predict the reaction product. The product is: [CH3:1][C:2]([C:23]1[CH:24]=[CH:25][C:26]([CH2:29][N:30]2[CH2:35][C@H:34]([CH3:36])[N:33]([C:37]([O:39][C:40]([CH3:41])([CH3:43])[CH3:42])=[O:38])[C@H:32]([CH3:44])[CH2:31]2)=[CH:27][CH:28]=1)([CH3:7])[C:3]([O:5][CH3:6])=[O:4]. (5) Given the reactants Cl[C:2]1[CH:7]=[CH:6][C:5]([CH2:8][CH2:9][C:10]([O:12][CH3:13])=[O:11])=[CH:4][C:3]=1[N+:14]([O-:16])=[O:15].[C:17]([OH:26])(=[O:25])[C:18]1[C:19](=[CH:21][CH:22]=[CH:23][CH:24]=1)[SH:20], predict the reaction product. The product is: [CH3:13][O:12][C:10]([CH2:9][CH2:8][C:5]1[CH:6]=[CH:7][C:2]([S:20][C:19]2[CH:21]=[CH:22][CH:23]=[CH:24][C:18]=2[C:17]([OH:26])=[O:25])=[C:3]([N+:14]([O-:16])=[O:15])[CH:4]=1)=[O:11]. (6) Given the reactants C1CCN2C(=NCCC2)CC1.[N+:12]([C:15]1[CH:16]=[C:17]([CH:26]=[CH:27][CH:28]=1)[CH:18]=[C:19]1[NH:23][C:22](=[O:24])[NH:21][C:20]1=[O:25])([O-:14])=[O:13].Cl[CH2:30][C:31]1[CH:39]=[CH:38][C:34]2[O:35][CH2:36][O:37][C:33]=2[CH:32]=1, predict the reaction product. The product is: [O:35]1[C:34]2[CH:38]=[CH:39][C:31]([CH2:30][N:21]3[C:20](=[O:25])[C:19](=[CH:18][C:17]4[CH:26]=[CH:27][CH:28]=[C:15]([N+:12]([O-:14])=[O:13])[CH:16]=4)[NH:23][C:22]3=[O:24])=[CH:32][C:33]=2[O:37][CH2:36]1. (7) Given the reactants Cl[CH2:2][C:3]1[S:7][C:6]([C:8]2[NH:9][C:10]3[C:15]([CH:16]=2)=[CH:14][CH:13]=[CH:12][C:11]=3[N:17]([CH3:26])[S:18]([C:21]2[S:22][CH:23]=[CH:24][CH:25]=2)(=[O:20])=[O:19])=[N:5][CH:4]=1.[N:27]1([CH2:33][C:34]([O:36][CH2:37][CH3:38])=[O:35])[CH2:32][CH2:31][NH:30][CH2:29][CH2:28]1.C(N(CC)CC)C.O, predict the reaction product. The product is: [CH3:26][N:17]([S:18]([C:21]1[S:22][CH:23]=[CH:24][CH:25]=1)(=[O:20])=[O:19])[C:11]1[CH:12]=[CH:13][CH:14]=[C:15]2[C:10]=1[NH:9][C:8]([C:6]1[S:7][C:3]([CH2:2][N:30]3[CH2:29][CH2:28][N:27]([CH2:33][C:34]([O:36][CH2:37][CH3:38])=[O:35])[CH2:32][CH2:31]3)=[CH:4][N:5]=1)=[CH:16]2. (8) Given the reactants [CH2:1]([C:3]1[N:8]=[C:7]([NH2:9])[CH:6]=[CH:5][CH:4]=1)[CH3:2].C1C(=O)N([I:17])C(=O)C1, predict the reaction product. The product is: [CH2:1]([C:3]1[N:8]=[C:7]([NH2:9])[CH:6]=[CH:5][C:4]=1[I:17])[CH3:2]. (9) Given the reactants [C:1](Cl)(=[O:5])[C:2](Cl)=[O:3].C(NCCCO)(O[CH2:10][C:11]1[CH:16]=[CH:15][CH:14]=[CH:13][CH:12]=1)=O.[CH3:22][N:23]([CH3:25])C.P([O-])(O)(O)=[O:27].[K+], predict the reaction product. The product is: [C:22](=[N:23][CH2:25][CH:1]([O:5][CH2:10][C:11]1[CH:16]=[CH:15][CH:14]=[CH:13][CH:12]=1)[CH:2]=[O:3])=[O:27].